From a dataset of Full USPTO retrosynthesis dataset with 1.9M reactions from patents (1976-2016). Predict the reactants needed to synthesize the given product. (1) Given the product [CH2:1]([C@@:8]12[CH2:9][CH2:10][C:11]([O:23][CH2:24][CH3:25])=[CH:12][C:13]1=[CH:14][CH2:15][C:16]1[CH:17]=[C:18]([C:26]#[N:27])[CH:19]=[CH:20][C:21]2=1)[C:2]1[CH:7]=[CH:6][CH:5]=[CH:4][CH:3]=1, predict the reactants needed to synthesize it. The reactants are: [CH2:1]([C@:8]12[C:21]3[C:16](=[CH:17][C:18](Br)=[CH:19][CH:20]=3)[CH2:15][CH:14]=[C:13]1[CH:12]=[C:11]([O:23][CH2:24][CH3:25])[CH2:10][CH2:9]2)[C:2]1[CH:7]=[CH:6][CH:5]=[CH:4][CH:3]=1.[CH3:26][N:27](C=O)C. (2) Given the product [CH:16]1([NH:19][C:20]([NH:9][NH:8][C:6]([C:5]2[CH:10]=[CH:11][CH:12]=[CH:13][C:4]=2[O:3][C:2]([F:14])([F:15])[F:1])=[O:7])=[O:21])[CH2:18][CH2:17]1, predict the reactants needed to synthesize it. The reactants are: [F:1][C:2]([F:15])([F:14])[O:3][C:4]1[CH:13]=[CH:12][CH:11]=[CH:10][C:5]=1[C:6]([NH:8][NH2:9])=[O:7].[CH:16]1([N:19]=[C:20]=[O:21])[CH2:18][CH2:17]1.C(OCC)C. (3) Given the product [ClH:40].[NH2:7][C:8]([CH2:16][CH2:17][C:18]1[CH:23]=[CH:22][C:21]([O:24][CH2:25][CH:26]=[CH:27][C:28]2[CH:29]=[CH:30][C:31]([CH3:34])=[CH:32][CH:33]=2)=[C:20]([C:35]([F:36])([F:37])[F:38])[CH:19]=1)([CH2:9][OH:10])[CH2:13][OH:12], predict the reactants needed to synthesize it. The reactants are: C(OC(=O)[NH:7][C:8]1([CH2:16][CH2:17][C:18]2[CH:23]=[CH:22][C:21]([O:24][CH2:25][CH:26]=[CH:27][C:28]3[CH:33]=[CH:32][C:31]([CH3:34])=[CH:30][CH:29]=3)=[C:20]([C:35]([F:38])([F:37])[F:36])[CH:19]=2)[CH2:13][O:12]C(C)(C)[O:10][CH2:9]1)(C)(C)C.[ClH:40]. (4) Given the product [N:40]1[CH:41]=[CH:42][CH:43]=[C:38]([C:37]([O:17][NH:16][C:14](=[O:15])[CH2:13][CH:12]([C:6]2[CH:7]=[CH:8][C:9]([O:10][CH3:11])=[C:4]([O:3][CH2:1][CH3:2])[CH:5]=2)[N:18]2[C:22](=[O:23])[C:21]3=[CH:24][CH:25]=[CH:26][CH:27]=[C:20]3[C:19]2=[O:28])=[O:44])[CH:39]=1, predict the reactants needed to synthesize it. The reactants are: [CH2:1]([O:3][C:4]1[CH:5]=[C:6]([CH:12]([N:18]2[C:22](=[O:23])[C:21]3=[CH:24][CH:25]=[CH:26][CH:27]=[C:20]3[C:19]2=[O:28])[CH2:13][C:14]([NH:16][OH:17])=[O:15])[CH:7]=[CH:8][C:9]=1[O:10][CH3:11])[CH3:2].C(N(CC)CC)C.Cl.[C:37](Cl)(=[O:44])[C:38]1[CH:43]=[CH:42][CH:41]=[N:40][CH:39]=1.